The task is: Predict which catalyst facilitates the given reaction.. This data is from Catalyst prediction with 721,799 reactions and 888 catalyst types from USPTO. (1) Reactant: [Br:1][C:2]1[CH:7]=[C:6]([Cl:8])[CH:5]=[CH:4][C:3]=1[C@@H:9]([O:14][C:15]1[CH:20]=[C:19](Cl)[N:18]=[C:17]([NH2:22])[N:16]=1)[C:10]([F:13])([F:12])[F:11].[CH2:23]1[C:27]2([CH2:32][CH2:31][NH:30][CH2:29][CH2:28]2)[CH2:26][C@@H:25]([C:33]([O:35][CH2:36][CH3:37])=[O:34])[N:24]1[C:38]([O:40][CH2:41][C:42]1[CH:47]=[CH:46][CH:45]=[CH:44][CH:43]=1)=[O:39].C([O-])(O)=O.[Na+]. Product: [NH2:22][C:17]1[N:18]=[C:19]([N:30]2[CH2:29][CH2:28][C:27]3([CH2:23][N:24]([C:38]([O:40][CH2:41][C:42]4[CH:43]=[CH:44][CH:45]=[CH:46][CH:47]=4)=[O:39])[C@H:25]([C:33]([O:35][CH2:36][CH3:37])=[O:34])[CH2:26]3)[CH2:32][CH2:31]2)[CH:20]=[C:15]([O:14][C@H:9]([C:3]2[CH:4]=[CH:5][C:6]([Cl:8])=[CH:7][C:2]=2[Br:1])[C:10]([F:13])([F:12])[F:11])[N:16]=1. The catalyst class is: 12. (2) Reactant: [C:1]([N:8]1[CH2:13][CH2:12][NH:11][CH2:10][CH2:9]1)([O:3][C:4]([CH3:7])([CH3:6])[CH3:5])=[O:2].Cl.CN(C)CCCN=C=NCC.ON1C2C=CC=CC=2N=N1.[F:36][C:37]1[C:45]([C:46]([F:49])([F:48])[F:47])=[CH:44][CH:43]=[CH:42][C:38]=1[C:39](O)=[O:40]. Product: [F:36][C:37]1[C:45]([C:46]([F:47])([F:48])[F:49])=[CH:44][CH:43]=[CH:42][C:38]=1[C:39]([N:11]1[CH2:10][CH2:9][N:8]([C:1]([O:3][C:4]([CH3:7])([CH3:6])[CH3:5])=[O:2])[CH2:13][CH2:12]1)=[O:40]. The catalyst class is: 22.